Dataset: Forward reaction prediction with 1.9M reactions from USPTO patents (1976-2016). Task: Predict the product of the given reaction. (1) Given the reactants [CH3:1][O:2][C:3]1[C:11]([C:12]#[N:13])=[CH:10][CH:9]=[C:8]2[C:4]=1[C:5](/[CH:14]=[CH:15]/[C:16]1[CH:21]=[CH:20][CH:19]=[CH:18][CH:17]=1)=[N:6][NH:7]2.[OH2:22], predict the reaction product. The product is: [CH3:1][O:2][C:3]1[C:11]([C:12]([NH2:13])=[O:22])=[CH:10][CH:9]=[C:8]2[C:4]=1[C:5](/[CH:14]=[CH:15]/[C:16]1[CH:21]=[CH:20][CH:19]=[CH:18][CH:17]=1)=[N:6][NH:7]2. (2) Given the reactants [H-].[Na+].[Cl:3][C:4]1[CH:5]=[CH:6][C:7]([CH2:10][OH:11])=[N:8][CH:9]=1.I[CH3:13], predict the reaction product. The product is: [Cl:3][C:4]1[CH:5]=[CH:6][C:7]([CH2:10][O:11][CH3:13])=[N:8][CH:9]=1. (3) Given the reactants [BH4-].[Na+].Cl.[I:4][C:5]1[CH:10]=[CH:9][C:8]([C:11]2[C:20]3[C:15](=[CH:16][C:17]([O:21][CH3:22])=[CH:18][CH:19]=3)[CH2:14][CH2:13][N:12]=2)=[CH:7][CH:6]=1, predict the reaction product. The product is: [I:4][C:5]1[CH:6]=[CH:7][C:8]([CH:11]2[C:20]3[C:15](=[CH:16][C:17]([O:21][CH3:22])=[CH:18][CH:19]=3)[CH2:14][CH2:13][NH:12]2)=[CH:9][CH:10]=1.